Dataset: Reaction yield outcomes from USPTO patents with 853,638 reactions. Task: Predict the reaction yield, written as a fraction of the theoretical maximum amount of product (1.0 means a 100% yield; for example, 0.34 means a 34% yield). (1) The reactants are [NH2:1][C:2]1[N:7]=[C:6]([C:8]#[N:9])[CH:5]=[C:4]([O:10][CH3:11])[N:3]=1. The catalyst is CC(O)=O.[Pd]. The product is [NH2:9][CH2:8][C:6]1[CH:5]=[C:4]([O:10][CH3:11])[N:3]=[C:2]([NH2:1])[N:7]=1. The yield is 0.950. (2) The reactants are [Cl:1][C:2]1[N:7]=[C:6](Cl)[C:5]([CH:9]=O)=[C:4]([Cl:11])[N:3]=1.O.[CH3:13][NH:14][NH2:15].C(N(CC)CC)C. The catalyst is C(O)C. The product is [Cl:11][C:4]1[N:3]=[C:2]([Cl:1])[N:7]=[C:6]2[N:14]([CH3:13])[N:15]=[CH:9][C:5]=12. The yield is 0.780. (3) The reactants are [O:1]1[CH:5]=[CH:4][CH:3]=[C:2]1[C:6](Cl)=[O:7].[C:9]1([NH:15][CH2:16][C:17]2[C:26]3[C:21](=[CH:22][CH:23]=[CH:24][CH:25]=3)[NH:20][C:19](=[O:27])[CH:18]=2)[CH:14]=[CH:13][CH:12]=[CH:11][CH:10]=1.CCN(CC)CC.CCOC(C)=O. The catalyst is CN(C=O)C. The yield is 0.291. The product is [O:27]=[C:19]1[CH:18]=[C:17]([CH2:16][N:15]([C:9]2[CH:14]=[CH:13][CH:12]=[CH:11][CH:10]=2)[C:6]([C:2]2[O:1][CH:5]=[CH:4][CH:3]=2)=[O:7])[C:26]2[C:21](=[CH:22][CH:23]=[CH:24][CH:25]=2)[NH:20]1. (4) The reactants are [C:1]([O:7][C:8]1[C:9]([CH3:18])=[C:10]2[N:15]([CH:16]=1)[N:14]=[CH:13][N:12]=[C:11]2Cl)(=[O:6])[C:2]([CH3:5])([CH3:4])[CH3:3].[F:19][C:20]1[CH:21]=[C:22]([NH:27][C:28]([NH:30][C:31](=[O:39])[CH2:32][C:33]2[CH:38]=[CH:37][CH:36]=[CH:35][CH:34]=2)=[S:29])[CH:23]=[CH:24][C:25]=1[OH:26].C(=O)([O-])[O-].[Cs+].[Cs+]. The catalyst is CN(C=O)C. The product is [C:1]([O:7][C:8]1[C:9]([CH3:18])=[C:10]2[N:15]([CH:16]=1)[N:14]=[CH:13][N:12]=[C:11]2[O:26][C:25]1[CH:24]=[CH:23][C:22]([NH:27][C:28]([NH:30][C:31](=[O:39])[CH2:32][C:33]2[CH:34]=[CH:35][CH:36]=[CH:37][CH:38]=2)=[S:29])=[CH:21][C:20]=1[F:19])(=[O:6])[C:2]([CH3:5])([CH3:4])[CH3:3]. The yield is 0.250. (5) The reactants are [N:1]1[N:2]=[C:3]([C:10]2[CH:19]=[CH:18][C:17]3[C:12](=[C:13]([O:20][CH2:21][C:22]([CH3:33])([CH3:32])[CH2:23][NH:24][C:25](=[O:31])[O:26][C:27]([CH3:30])([CH3:29])[CH3:28])[CH:14]=[CH:15][CH:16]=3)[N:11]=2)[N:4]2[CH:9]=[CH:8][CH:7]=[CH:6][C:5]=12.[H-].[Na+].[CH2:36](I)[CH3:37].[NH4+].[Cl-]. The catalyst is CN(C=O)C. The product is [N:1]1[N:2]=[C:3]([C:10]2[CH:19]=[CH:18][C:17]3[C:12](=[C:13]([O:20][CH2:21][C:22]([CH3:33])([CH3:32])[CH2:23][N:24]([CH2:36][CH3:37])[C:25](=[O:31])[O:26][C:27]([CH3:28])([CH3:30])[CH3:29])[CH:14]=[CH:15][CH:16]=3)[N:11]=2)[N:4]2[CH:9]=[CH:8][CH:7]=[CH:6][C:5]=12. The yield is 0.850. (6) The reactants are [CH2:1]([N:8]1[CH2:12][CH2:11][N:10]([C:13]2[S:14][C:15]([C:19]([OH:21])=O)=[C:16]([CH3:18])[N:17]=2)[C:9]1=[O:22])[C:2]1[CH:7]=[CH:6]C=CC=1.C1(CN2CCN(C3SC(C(O)=O)=C(C)N=3)C2=O)CC1.[F:42][C:43]1[CH:50]=[CH:49][C:46]([CH2:47][NH2:48])=[CH:45][CH:44]=1. No catalyst specified. The product is [CH:2]1([CH2:1][N:8]2[CH2:12][CH2:11][N:10]([C:13]3[S:14][C:15]([C:19]([NH:48][CH2:47][C:46]4[CH:49]=[CH:50][C:43]([F:42])=[CH:44][CH:45]=4)=[O:21])=[C:16]([CH3:18])[N:17]=3)[C:9]2=[O:22])[CH2:7][CH2:6]1. The yield is 0.760. (7) The reactants are C(N(CC)C(C1C=C(C2C=NN(CCCO)C=2)C=CC=1NC1C(C(F)(F)F)=CN=C(NC2C=CC(CP(=O)(O)OCC)=CC=2OC)N=1)=O)C.[F:50][C:51]1[C:52]([C:95](=[O:98])[NH:96][CH3:97])=[C:53]([NH:66][C:67]2[C:72]([C:73]([F:76])([F:75])[F:74])=[CH:71][N:70]=[C:69]([NH:77][C:78]3[CH:92]=[CH:91][C:81]([CH2:82][P:83](=[O:90])([O:87]CC)[O:84][CH2:85][CH3:86])=[CH:80][C:79]=3[O:93][CH3:94])[N:68]=2)[CH:54]=[CH:55][C:56]=1[C:57]1[CH:58]=[N:59][N:60]([CH2:62][CH2:63][CH2:64][OH:65])[CH:61]=1. No catalyst specified. The product is [F:50][C:51]1[C:52]([C:95](=[O:98])[NH:96][CH3:97])=[C:53]([NH:66][C:67]2[C:72]([C:73]([F:75])([F:76])[F:74])=[CH:71][N:70]=[C:69]([NH:77][C:78]3[CH:92]=[CH:91][C:81]([CH2:82][P:83](=[O:87])([OH:90])[O:84][CH2:85][CH3:86])=[CH:80][C:79]=3[O:93][CH3:94])[N:68]=2)[CH:54]=[CH:55][C:56]=1[C:57]1[CH:58]=[N:59][N:60]([CH2:62][CH2:63][CH2:64][OH:65])[CH:61]=1. The yield is 0.990. (8) The reactants are [CH2:1]([O:3][P:4]([C:9]1[CH:14]=[C:13]([I:15])[CH:12]=[CH:11][C:10]=1[OH:16])(=[O:8])[O:5][CH2:6][CH3:7])[CH3:2].C(=O)([O-])[O-].[Cs+].[Cs+].[CH2:23](Br)[C:24]1[CH:29]=[CH:28][CH:27]=[CH:26][CH:25]=1. The catalyst is CN(C=O)C. The product is [CH2:1]([O:3][P:4]([C:9]1[CH:14]=[C:13]([I:15])[CH:12]=[CH:11][C:10]=1[O:16][CH2:23][C:24]1[CH:29]=[CH:28][CH:27]=[CH:26][CH:25]=1)(=[O:8])[O:5][CH2:6][CH3:7])[CH3:2]. The yield is 0.910. (9) The reactants are [Cl:1][C:2]1[CH:10]=[C:9]2[C:5]([C:6]([CH:11]=[O:12])=[CH:7][NH:8]2)=[CH:4][C:3]=1[C:13]1[CH:18]=[CH:17][CH:16]=[CH:15][CH:14]=1.CC(=CC)C.Cl([O-])=[O:25].[Na+].O.OP([O-])(O)=O.[Na+]. The catalyst is CC#N.C(O)(C)(C)C.O. The product is [Cl:1][C:2]1[CH:10]=[C:9]2[C:5]([C:6]([C:11]([OH:25])=[O:12])=[CH:7][NH:8]2)=[CH:4][C:3]=1[C:13]1[CH:14]=[CH:15][CH:16]=[CH:17][CH:18]=1. The yield is 0.310.